Predict which catalyst facilitates the given reaction. From a dataset of Catalyst prediction with 721,799 reactions and 888 catalyst types from USPTO. Reactant: [C:1]([C:4]1[CH:9]=[CH:8][CH:7]=[C:6]([CH3:10])[N:5]=1)(=O)[CH3:2].C([O-])(=O)C.[Na+].Cl.[CH2:17]([O:20][NH2:21])[C:18]#[CH:19]. Product: [CH2:17]([O:20]/[N:21]=[C:1](/[C:4]1[CH:9]=[CH:8][CH:7]=[C:6]([CH3:10])[N:5]=1)\[CH3:2])[C:18]#[CH:19]. The catalyst class is: 162.